Dataset: Full USPTO retrosynthesis dataset with 1.9M reactions from patents (1976-2016). Task: Predict the reactants needed to synthesize the given product. (1) Given the product [F:22][C:23]1[C:28]([F:29])=[CH:27][CH:26]=[CH:25][C:24]=1[C:30]1[CH:38]=[CH:37][CH:36]=[C:35]2[C:31]=1/[C:32](=[CH:20]/[C:3]1[NH:4][C:5]3[CH2:11][CH2:10][CH2:9][N:8]([CH2:12][CH2:13][N:14]4[CH2:15][CH2:16][CH2:17][CH2:18]4)[C:7](=[O:19])[C:6]=3[C:2]=1[CH3:1])/[C:33](=[O:39])[NH:34]2, predict the reactants needed to synthesize it. The reactants are: [CH3:1][C:2]1[C:6]2[C:7](=[O:19])[N:8]([CH2:12][CH2:13][N:14]3[CH2:18][CH2:17][CH2:16][CH2:15]3)[CH2:9][CH2:10][CH2:11][C:5]=2[NH:4][C:3]=1[CH:20]=O.[F:22][C:23]1[C:28]([F:29])=[CH:27][CH:26]=[CH:25][C:24]=1[C:30]1[CH:38]=[CH:37][CH:36]=[C:35]2[C:31]=1[CH2:32][C:33](=[O:39])[NH:34]2.N1CCCCC1. (2) Given the product [Cl:1][C:2]1[C:3]([CH3:60])=[C:4]([C:18]2[C:26]3[C:25]([O:27][C@H:28]([CH2:34][C:35]4[CH:40]=[CH:39][CH:38]=[CH:37][C:36]=4[O:41][CH2:42][C:43]4[N:44]([CH2:48][C:49]([F:50])([F:51])[F:52])[N:45]=[CH:46][CH:47]=4)[C:29]([O:31][CH2:32][CH3:33])=[O:30])=[N:24][CH:23]=[N:22][C:21]=3[S:20][C:19]=2[C:53]2[CH:54]=[N:55][C:56]([O:64][CH2:63][C:62]([F:66])([F:65])[F:61])=[CH:57][CH:58]=2)[CH:5]=[CH:6][C:7]=1[O:8][CH2:9][CH2:10][N:11]1[CH2:16][CH2:15][N:14]([CH3:17])[CH2:13][CH2:12]1, predict the reactants needed to synthesize it. The reactants are: [Cl:1][C:2]1[C:3]([CH3:60])=[C:4]([C:18]2[C:26]3[C:25]([O:27][C@H:28]([CH2:34][C:35]4[CH:40]=[CH:39][CH:38]=[CH:37][C:36]=4[O:41][CH2:42][C:43]4[N:44]([CH2:48][C:49]([F:52])([F:51])[F:50])[N:45]=[CH:46][CH:47]=4)[C:29]([O:31][CH2:32][CH3:33])=[O:30])=[N:24][CH:23]=[N:22][C:21]=3[S:20][C:19]=2[C:53]2[CH:54]=[N:55][C:56](F)=[CH:57][CH:58]=2)[CH:5]=[CH:6][C:7]=1[O:8][CH2:9][CH2:10][N:11]1[CH2:16][CH2:15][N:14]([CH3:17])[CH2:13][CH2:12]1.[F:61][C:62]([F:66])([F:65])[CH2:63][OH:64].C(=O)([O-])[O-].[Cs+].[Cs+]. (3) Given the product [CH3:1][C:2]1[N:6]([CH2:7][C:8]2[CH:13]=[CH:12][C:11]([CH3:14])=[CH:10][CH:9]=2)[N:5]=[C:4]([C:15]2[O:19][N:18]=[C:17]([C:20]3[CH:25]=[CH:24][C:23]([S:26]([C:27]([F:29])([F:30])[F:28])=[O:36])=[CH:22][CH:21]=3)[N:16]=2)[CH:3]=1, predict the reactants needed to synthesize it. The reactants are: [CH3:1][C:2]1[N:6]([CH2:7][C:8]2[CH:13]=[CH:12][C:11]([CH3:14])=[CH:10][CH:9]=2)[N:5]=[C:4]([C:15]2[O:19][N:18]=[C:17]([C:20]3[CH:25]=[CH:24][C:23]([S:26][C:27]([F:30])([F:29])[F:28])=[CH:22][CH:21]=3)[N:16]=2)[CH:3]=1.ClC1C=C(C=CC=1)C(OO)=[O:36].C(=O)(O)[O-].[Na+]. (4) Given the product [CH2:41]([O:40][C:38](=[O:39])[CH2:37][O:3][C:1](=[O:4])[N:27]([CH2:26][CH2:25][CH2:24][O:23][C:19]1[CH:18]=[C:17]2[C:22](=[CH:21][CH:20]=1)[N:13]([CH3:12])[C:14](=[O:35])[CH:15]=[CH:16]2)[CH2:28][C:29]1[CH:34]=[CH:33][N:32]=[CH:31][CH:30]=1)[CH3:42], predict the reactants needed to synthesize it. The reactants are: [C:1](=[O:4])([O-:3])[O-].[K+].[K+].CN(C=O)C.[CH3:12][N:13]1[C:22]2[C:17](=[CH:18][C:19]([O:23][CH2:24][CH2:25][CH2:26][NH:27][CH2:28][C:29]3[CH:34]=[CH:33][N:32]=[CH:31][CH:30]=3)=[CH:20][CH:21]=2)[CH:16]=[CH:15][C:14]1=[O:35].Br[CH2:37][C:38]([O:40][CH2:41][CH3:42])=[O:39]. (5) Given the product [Br:1][C:2]1[CH:3]=[N:4][N:5]([C:12]([CH3:14])([CH3:13])[CH2:11][C:10]([O:9][CH2:7][CH3:8])=[O:15])[CH:6]=1, predict the reactants needed to synthesize it. The reactants are: [Br:1][C:2]1[CH:3]=[N:4][NH:5][CH:6]=1.[CH2:7]([O:9][C:10](=[O:15])[CH:11]=[C:12]([CH3:14])[CH3:13])[CH3:8].C(=O)([O-])[O-].[Cs+].[Cs+]. (6) Given the product [Br-:5].[CH3:1][CH:2]([CH3:6])[CH2:3][CH2:4][P+:13]([C:14]1[CH:15]=[CH:16][CH:17]=[CH:18][CH:19]=1)([C:20]1[CH:25]=[CH:24][CH:23]=[CH:22][CH:21]=1)[C:7]1[CH:8]=[CH:9][CH:10]=[CH:11][CH:12]=1, predict the reactants needed to synthesize it. The reactants are: [CH3:1][CH:2]([CH3:6])[CH2:3][CH2:4][Br:5].[C:7]1([P:13]([C:20]2[CH:25]=[CH:24][CH:23]=[CH:22][CH:21]=2)[C:14]2[CH:19]=[CH:18][CH:17]=[CH:16][CH:15]=2)[CH:12]=[CH:11][CH:10]=[CH:9][CH:8]=1.